From a dataset of Forward reaction prediction with 1.9M reactions from USPTO patents (1976-2016). Predict the product of the given reaction. (1) Given the reactants Cl[C:2]1[C:7]2[N:8]=[CH:9][N:10]([CH3:11])[C:6]=2[C:5]([C:12]([O:14][CH2:15][CH3:16])=[O:13])=[CH:4][N:3]=1.[Cl:17][C:18]1[CH:19]=[C:20]([CH:22]=[CH:23][CH:24]=1)[NH2:21], predict the reaction product. The product is: [Cl:17][C:18]1[CH:19]=[C:20]([NH:21][C:2]2[C:7]3[N:8]=[CH:9][N:10]([CH3:11])[C:6]=3[C:5]([C:12]([O:14][CH2:15][CH3:16])=[O:13])=[CH:4][N:3]=2)[CH:22]=[CH:23][CH:24]=1. (2) The product is: [F:1][C:2]1[CH:7]=[CH:6][C:5]([C:8]2[CH:13]=[CH:12][N:11]=[CH:10][C:9]=2[N:14]([CH2:15][C:16]2([CH3:20])[CH2:19][O:18][CH2:17]2)[C:28](=[O:29])[C:27]2[CH:31]=[C:32]([C:34]([F:35])([F:36])[F:37])[N:33]=[C:25]([C:24]([F:39])([F:23])[F:38])[CH:26]=2)=[C:4]([O:21][CH3:22])[CH:3]=1. Given the reactants [F:1][C:2]1[CH:7]=[CH:6][C:5]([C:8]2[CH:13]=[CH:12][N:11]=[CH:10][C:9]=2[NH:14][CH2:15][C:16]2([CH3:20])[CH2:19][O:18][CH2:17]2)=[C:4]([O:21][CH3:22])[CH:3]=1.[F:23][C:24]([F:39])([F:38])[C:25]1[CH:26]=[C:27]([CH:31]=[C:32]([C:34]([F:37])([F:36])[F:35])[N:33]=1)[C:28](O)=[O:29], predict the reaction product.